This data is from Forward reaction prediction with 1.9M reactions from USPTO patents (1976-2016). The task is: Predict the product of the given reaction. (1) Given the reactants [CH3:1][C:2]1[CH:3]=[C:4]([CH:21]=[CH:22][CH:23]=1)[CH:5]=[C:6]1[C:12]2[CH:13]=[CH:14][CH:15]=[CH:16][C:11]=2[CH2:10][CH2:9][C:8]2[CH:17]=[CH:18][CH:19]=[CH:20][C:7]1=2.C(OCC)(=O)C.[H][H], predict the reaction product. The product is: [CH3:1][C:2]1[CH:3]=[C:4]([CH:21]=[CH:22][CH:23]=1)[CH2:5][CH:6]1[C:7]2[CH:20]=[CH:19][CH:18]=[CH:17][C:8]=2[CH2:9][CH2:10][C:11]2[CH:16]=[CH:15][CH:14]=[CH:13][C:12]1=2. (2) Given the reactants [ClH:1].C[O:3][C:4](=[O:35])[C@H:5]([CH2:31][CH2:32][S:33][CH3:34])[NH:6][C:7](=[O:30])[C:8]1[CH:13]=[CH:12][C:11]([C:14](=[O:23])[C@H:15]([CH2:17][C:18]2[N:22]=[CH:21][NH:20][CH:19]=2)[NH2:16])=[CH:10][C:9]=1[C:24]1[CH:29]=[CH:28][CH:27]=[CH:26][CH:25]=1.O[Li].O.Cl, predict the reaction product. The product is: [ClH:1].[NH2:16][C@H:15]([C:14]([C:11]1[CH:12]=[CH:13][C:8]([C:7]([NH:6][C@H:5]([C:4]([OH:35])=[O:3])[CH2:31][CH2:32][S:33][CH3:34])=[O:30])=[C:9]([C:24]2[CH:25]=[CH:26][CH:27]=[CH:28][CH:29]=2)[CH:10]=1)=[O:23])[CH2:17][C:18]1[N:22]=[CH:21][NH:20][CH:19]=1.